This data is from Forward reaction prediction with 1.9M reactions from USPTO patents (1976-2016). The task is: Predict the product of the given reaction. (1) Given the reactants [OH-:1].[Na+].ClC(Cl)(Cl)[C:5]1[CH:10]=[CH:9][N:8]2[C:11]3[CH:17]=[CH:16][CH:15]=[CH:14][C:12]=3[N:13]=[C:7]2[N:6]=1, predict the reaction product. The product is: [OH:1][C:5]1[CH:10]=[CH:9][N:8]2[C:11]3[CH:17]=[CH:16][CH:15]=[CH:14][C:12]=3[N:13]=[C:7]2[N:6]=1. (2) The product is: [Cl:25][C:22]1[CH:23]=[CH:24][C:19]([O:18][C:17]2[CH:26]=[CH:27][C:14]([N:11]3[CH:7]([C:1]4[CH:2]=[CH:3][CH:4]=[CH:5][CH:6]=4)[CH2:8][CH2:9][C:10]3=[O:12])=[CH:15][CH:16]=2)=[CH:20][CH:21]=1. Given the reactants [C:1]1([CH:7]2[NH:11][C:10](=[O:12])[CH2:9][CH2:8]2)[CH:6]=[CH:5][CH:4]=[CH:3][CH:2]=1.I[C:14]1[CH:27]=[CH:26][C:17]([O:18][C:19]2[CH:24]=[CH:23][C:22]([Cl:25])=[CH:21][CH:20]=2)=[CH:16][CH:15]=1.[O-]P([O-])([O-])=O.[K+].[K+].[K+].[C@@H]1(N)CCCC[C@H]1N, predict the reaction product. (3) Given the reactants [CH3:1][C:2]([CH3:27])([CH3:26])[C@H:3]([NH:8][C:9]([C:11]1[N:12]=[C:13]([C:20]2[CH:25]=[CH:24][CH:23]=[CH:22][CH:21]=2)[N:14]2[CH2:19][CH2:18][NH:17][CH2:16][C:15]=12)=[O:10])[C:4]([NH:6][CH3:7])=[O:5].C(O[C:31]1(O[Si](C)(C)C)[CH2:33][CH2:32]1)C.C([BH3-])#N.[Na+].C(O)(=O)C, predict the reaction product. The product is: [CH:31]1([N:17]2[CH2:18][CH2:19][N:14]3[C:13]([C:20]4[CH:21]=[CH:22][CH:23]=[CH:24][CH:25]=4)=[N:12][C:11]([C:9]([NH:8][C@@H:3]([C:2]([CH3:27])([CH3:26])[CH3:1])[C:4]([NH:6][CH3:7])=[O:5])=[O:10])=[C:15]3[CH2:16]2)[CH2:33][CH2:32]1. (4) Given the reactants [NH:1]1[C:5](=[O:6])[CH2:4][CH2:3][C@H:2]1[C:7]([OH:9])=O.C(Cl)(=O)C(C)(C)C.C([O:21][C:22](=[O:30])[C@H:23]([CH2:25][CH2:26][C:27](=[O:29])[NH2:28])[NH2:24])(C)(C)C, predict the reaction product. The product is: [NH:1]1[C:5](=[O:6])[CH2:4][CH2:3][C@H:2]1[C:7]([NH:24][C@H:23]([C:22]([OH:30])=[O:21])[CH2:25][CH2:26][C:27](=[O:29])[NH2:28])=[O:9]. (5) Given the reactants [CH3:1][O:2][CH:3]([O:17][CH3:18])[CH2:4][N:5]1[CH:13]=[C:12]2[C:7]([CH:8]=[C:9]([N+:14]([O-])=O)[CH:10]=[CH:11]2)=[N:6]1.[NH4+].[Cl-], predict the reaction product. The product is: [CH3:18][O:17][CH:3]([O:2][CH3:1])[CH2:4][N:5]1[CH:13]=[C:12]2[C:7]([CH:8]=[C:9]([NH2:14])[CH:10]=[CH:11]2)=[N:6]1.